Dataset: HIV replication inhibition screening data with 41,000+ compounds from the AIDS Antiviral Screen. Task: Binary Classification. Given a drug SMILES string, predict its activity (active/inactive) in a high-throughput screening assay against a specified biological target. The molecule is O=C(O)C12C3C4C1C1C2C3C1(Br)C41OCCO1. The result is 0 (inactive).